From a dataset of Forward reaction prediction with 1.9M reactions from USPTO patents (1976-2016). Predict the product of the given reaction. (1) Given the reactants [OH:1][CH2:2][CH:3]([NH:5][C:6]([C:8]1[CH:9]=[C:10]([C:14]#[C:15][CH2:16][CH2:17][CH2:18][C:19]([OH:21])=O)[CH:11]=[CH:12][CH:13]=1)=[O:7])[CH3:4].Cl.[CH3:23][NH2:24], predict the reaction product. The product is: [CH3:23][NH:24][C:19]([CH2:18][CH2:17][CH2:16][C:15]#[C:14][C:10]1[CH:9]=[C:8]([CH:13]=[CH:12][CH:11]=1)[C:6]([NH:5][CH:3]([CH3:4])[CH2:2][OH:1])=[O:7])=[O:21]. (2) Given the reactants [C:1]([OH:4])(=[O:3])C.[CH3:5]O.[Cl:7][C:8]1[CH:9]=[C:10]([CH:15]=[C:16]([N+:18]([O-])=O)[CH:17]=1)[C:11]([O:13][CH3:14])=[O:12].C(=O)(O)[O-].[Na+].O1[CH2:30][CH2:29][CH2:28]C1, predict the reaction product. The product is: [C:29]([O:4][C:1]([NH:18][C:16]1[CH:15]=[C:10]([CH:9]=[C:8]([Cl:7])[CH:17]=1)[C:11]([O:13][CH3:14])=[O:12])=[O:3])([CH3:28])([CH3:30])[CH3:5].